From a dataset of Forward reaction prediction with 1.9M reactions from USPTO patents (1976-2016). Predict the product of the given reaction. The product is: [CH2:32]([C@H:31]1[CH2:30][NH:29][CH2:28][C@H:27]1[NH:26][C:5]1[C:6]2[N:7]([CH:10]=[C:11]([C:13]3[CH:14]=[N:15][C:16]([CH2:19][NH:20][C:21](=[O:25])[CH2:22][O:23][CH3:24])=[CH:17][CH:18]=3)[CH:12]=2)[N:8]=[CH:9][C:4]=1[C:1]([NH2:2])=[O:3])[CH3:33]. Given the reactants [C:1]([C:4]1[CH:9]=[N:8][N:7]2[CH:10]=[C:11]([C:13]3[CH:14]=[N:15][C:16]([CH2:19][NH:20][C:21](=[O:25])[CH2:22][O:23][CH3:24])=[CH:17][CH:18]=3)[CH:12]=[C:6]2[C:5]=1[NH:26][C@H:27]1[C@@H:31]([CH2:32][CH3:33])[CH2:30][N:29](C(OCC2C=CC=CC=2)=O)[CH2:28]1)(=[O:3])[NH2:2].[Si](I)(C)(C)C, predict the reaction product.